This data is from Full USPTO retrosynthesis dataset with 1.9M reactions from patents (1976-2016). The task is: Predict the reactants needed to synthesize the given product. (1) Given the product [CH2:36]([O:38][C:39](=[O:60])/[CH:40]=[CH:16]/[C:12]1[CH:13]=[CH:14][CH:15]=[C:10]([S:9][C:6]2[CH:7]=[CH:8][C:3]([N:2]([CH3:18])[CH3:1])=[CH:4][CH:5]=2)[CH:11]=1)[CH3:37], predict the reactants needed to synthesize it. The reactants are: [CH3:1][N:2]([CH3:18])[C:3]1[CH:8]=[CH:7][C:6]([S:9][C:10]2[CH:11]=[C:12]([CH2:16]O)[CH:13]=[CH:14][CH:15]=2)=[CH:5][CH:4]=1.C(N(CC)CC)C.N1C=CC=CC=1.S(=O)(=O)=O.[CH2:36]([O:38][C:39](=[O:60])[CH:40]=P(C1C=CC=CC=1)(C1C=CC=CC=1)C1C=CC=CC=1)[CH3:37]. (2) Given the product [CH3:1][C:2]1[CH:10]=[CH:9][C:5]([C:6]([O-:8])=[O:7])=[CH:4][CH:3]=1.[CH3:24][C@H:15]1[N:14]([CH2:25][C:26]([F:29])([F:27])[F:28])[C:13](=[O:30])[C@@H:12]([NH3+:11])[CH2:17][C@H:16]1[C:18]1[CH:23]=[CH:22][CH:21]=[CH:20][CH:19]=1, predict the reactants needed to synthesize it. The reactants are: [CH3:1][C:2]1[CH:10]=[CH:9][C:5]([C:6]([OH:8])=[O:7])=[CH:4][CH:3]=1.[NH2:11][CH:12]1[CH2:17][C@@H:16]([C:18]2[CH:23]=[CH:22][CH:21]=[CH:20][CH:19]=2)[C@@H:15]([CH3:24])[N:14]([CH2:25][C:26]([F:29])([F:28])[F:27])[C:13]1=[O:30]. (3) Given the product [F:30][C:2]([F:1])([F:29])[C:3]1[CH:4]=[CH:5][C:6]([CH2:7][O:8][N:9]=[C:10]([C:12]2[CH:13]=[CH:14][C:15]([O:16][CH2:17][C:18]3[O:22][C:21]([CH2:23][OH:24])=[CH:20][CH:19]=3)=[CH:25][CH:26]=2)[CH3:11])=[CH:27][CH:28]=1, predict the reactants needed to synthesize it. The reactants are: [F:1][C:2]([F:30])([F:29])[C:3]1[CH:28]=[CH:27][C:6]([CH2:7][O:8][N:9]=[C:10]([C:12]2[CH:26]=[CH:25][C:15]([O:16][CH2:17][C:18]3[O:22][C:21]([CH:23]=[O:24])=[CH:20][CH:19]=3)=[CH:14][CH:13]=2)[CH3:11])=[CH:5][CH:4]=1.[BH4-].[Na+]. (4) Given the product [CH2:16]([O:15][C:13](=[O:14])[NH:12][CH2:11][CH2:10][CH2:9][C@H:8]1[CH2:23][N:24]([C@@H:34]([C:38]2[N:47]([CH2:48][C:49]3[CH:50]=[CH:51][CH:52]=[CH:53][CH:54]=3)[C:46](=[O:55])[C:45]3[C:40](=[CH:41][C:42]([Cl:56])=[CH:43][CH:44]=3)[N:39]=2)[CH:35]([CH3:37])[CH3:36])[C:25]([C:27]2[CH:32]=[CH:31][C:30]([CH3:33])=[CH:29][CH:28]=2)=[N:7]1)[C:17]1[CH:22]=[CH:21][CH:20]=[CH:19][CH:18]=1, predict the reactants needed to synthesize it. The reactants are: C(OC(=O)[NH:7][CH:8]([CH2:23][N:24]([CH:34]([C:38]1[N:47]([CH2:48][C:49]2[CH:54]=[CH:53][CH:52]=[CH:51][CH:50]=2)[C:46](=[O:55])[C:45]2[C:40](=[CH:41][C:42]([Cl:56])=[CH:43][CH:44]=2)[N:39]=1)[CH:35]([CH3:37])[CH3:36])[C:25]([C:27]1[CH:32]=[CH:31][C:30]([CH3:33])=[CH:29][CH:28]=1)=O)[CH2:9][CH2:10][CH2:11][NH:12][C:13]([O:15][CH2:16][C:17]1[CH:22]=[CH:21][CH:20]=[CH:19][CH:18]=1)=[O:14])(C)(C)C. (5) Given the product [C:20]([O:24][C:25]([NH:26][C@@H:27]1[CH2:32][CH2:31][CH2:30][N:29]([C:33]2[CH:34]=[C:35]([C:5]([O:6][CH3:7])=[O:11])[N:36]=[C:37]3[N:40]([CH3:41])[C:47](=[O:48])[NH:39][C:38]=23)[CH2:28]1)=[O:46])([CH3:21])([CH3:23])[CH3:22], predict the reactants needed to synthesize it. The reactants are: ClC(Cl)(O[C:5](=[O:11])[O:6][C:7](Cl)(Cl)Cl)Cl.C(N(CC)CC)C.[C:20]([O:24][C:25](=[O:46])[NH:26][C@@H:27]1[CH2:32][CH2:31][CH2:30][N:29]([C:33]2[C:38]([NH2:39])=[C:37]([NH:40][CH3:41])[N:36]=[C:35](C(OC)=O)[CH:34]=2)[CH2:28]1)([CH3:23])([CH3:22])[CH3:21].[C:47](=O)([O-])[O-:48].[Na+].[Na+].